Dataset: Full USPTO retrosynthesis dataset with 1.9M reactions from patents (1976-2016). Task: Predict the reactants needed to synthesize the given product. (1) Given the product [CH3:36][Si:2]([CH3:1])([C:32]([CH3:35])([CH3:34])[CH3:33])[O:3][C@H:4]1[CH2:21][CH2:20][C@@:19]2([CH3:22])[CH:6]([C:7](=[O:31])[CH2:8][C@@H:9]3[C@@H:18]2[CH2:17][CH2:16][C@@:14]2([CH3:15])[C@H:10]3[CH2:11][CH2:12][C@@H:13]2[O:23][Si:24]([CH3:29])([CH3:30])[C:25]([CH3:26])([CH3:27])[CH3:28])[CH2:5]1.[CH3:72][Si:38]([CH3:37])([C:68]([CH3:71])([CH3:70])[CH3:69])[O:39][C@@H:40]1[CH2:57][CH2:56][C@@:55]2([CH3:58])[CH:42]([C:43](=[O:67])[CH2:44][C@@H:45]3[C@@H:54]2[CH2:53][CH2:52][C@@:50]2([CH3:51])[C@H:46]3[CH2:47][CH2:48][C@@H:49]2[O:59][Si:60]([CH3:65])([CH3:66])[C:61]([CH3:62])([CH3:63])[CH3:64])[CH2:41]1, predict the reactants needed to synthesize it. The reactants are: [CH3:1][Si:2]([CH3:36])([C:32]([CH3:35])([CH3:34])[CH3:33])[O:3][C@H:4]1[CH2:21][CH2:20][C@@:19]2([CH3:22])[CH:6]([C@@H:7]([OH:31])[CH2:8][C@@H:9]3[C@@H:18]2[CH2:17][CH2:16][C@@:14]2([CH3:15])[C@H:10]3[CH2:11][CH2:12][C@@H:13]2[O:23][Si:24]([CH3:30])([CH3:29])[C:25]([CH3:28])([CH3:27])[CH3:26])[CH2:5]1.[CH3:37][Si:38]([CH3:72])([C:68]([CH3:71])([CH3:70])[CH3:69])[O:39][C@@H:40]1[CH2:57][CH2:56][C@@:55]2([CH3:58])[CH:42]([C@@H:43]([OH:67])[CH2:44][C@@H:45]3[C@@H:54]2[CH2:53][CH2:52][C@@:50]2([CH3:51])[C@H:46]3[CH2:47][CH2:48][C@@H:49]2[O:59][Si:60]([CH3:66])([CH3:65])[C:61]([CH3:64])([CH3:63])[CH3:62])[CH2:41]1. (2) Given the product [NH2:24][C@H:14]([C:3]1[N:4]=[C:5]([N:8]2[CH2:11][C:10]([CH3:12])([OH:13])[CH2:9]2)[CH:6]=[CH:7][C:2]=1[Br:1])[CH2:15][C:16]1[CH:17]=[C:18]([F:23])[CH:19]=[C:20]([F:22])[CH:21]=1, predict the reactants needed to synthesize it. The reactants are: [Br:1][C:2]1[C:3]([C@@H:14]([NH:24]C(=O)OC(C)(C)C)[CH2:15][C:16]2[CH:21]=[C:20]([F:22])[CH:19]=[C:18]([F:23])[CH:17]=2)=[N:4][C:5]([N:8]2[CH2:11][C:10]([OH:13])([CH3:12])[CH2:9]2)=[CH:6][CH:7]=1. (3) The reactants are: [S:1]1[CH:5]=[CH:4][CH:3]=[C:2]1[SH:6].C(=O)([O-])[O-].[Cs+].[Cs+].Br[CH2:14][C:15]([O:17][CH3:18])=[O:16].O. Given the product [S:1]1[CH:5]=[CH:4][CH:3]=[C:2]1[S:6][CH2:14][C:15]([O:17][CH3:18])=[O:16], predict the reactants needed to synthesize it.